Task: Predict the product of the given reaction.. Dataset: Forward reaction prediction with 1.9M reactions from USPTO patents (1976-2016) (1) The product is: [CH2:30]([C:32]1[O:33][C:34]2[CH:40]=[CH:39][CH:38]=[CH:37][C:35]=2[C:36]=1[C:15]([C:6]1[CH:7]=[C:8]([C:9]2[CH:14]=[CH:13][CH:12]=[CH:11][CH:10]=2)[C:3]([O:2][CH3:1])=[C:4]([C:18]2[CH:23]=[CH:22][CH:21]=[CH:20][CH:19]=2)[CH:5]=1)=[O:16])[CH3:31]. Given the reactants [CH3:1][O:2][C:3]1[C:8]([C:9]2[CH:14]=[CH:13][CH:12]=[CH:11][CH:10]=2)=[CH:7][C:6]([C:15](O)=[O:16])=[CH:5][C:4]=1[C:18]1[CH:23]=[CH:22][CH:21]=[CH:20][CH:19]=1.C(Cl)(=O)C(Cl)=O.[CH2:30]([C:32]1[O:33][C:34]2[CH:40]=[CH:39][CH:38]=[CH:37][C:35]=2[CH:36]=1)[CH3:31].[Sn](Cl)(Cl)(Cl)Cl, predict the reaction product. (2) Given the reactants [Cl:1][C:2]1[CH:3]=[N+:4]([O-:27])[CH:5]=[C:6]([Cl:26])[C:7]=1[CH2:8][C@@H:9]([C:11]1[CH:16]=[CH:15][C:14]([O:17][CH:18]([F:20])[F:19])=[C:13]([O:21][CH2:22][CH:23]2[CH2:25][CH2:24]2)[CH:12]=1)[OH:10].[C:28]([O:32][C:33]([NH:35][C:36]1[CH:44]=[C:43]2[C:39]([CH2:40][N:41]([CH2:46][C:47](O)=[O:48])[C:42]2=[O:45])=[CH:38][CH:37]=1)=[O:34])([CH3:31])([CH3:30])[CH3:29].C(Cl)CCl, predict the reaction product. The product is: [C:28]([O:32][C:33]([NH:35][C:36]1[CH:44]=[C:43]2[C:39]([CH2:40][N:41]([CH2:46][C:47]([O:10][C@H:9]([C:11]3[CH:16]=[CH:15][C:14]([O:17][CH:18]([F:20])[F:19])=[C:13]([O:21][CH2:22][CH:23]4[CH2:25][CH2:24]4)[CH:12]=3)[CH2:8][C:7]3[C:6]([Cl:26])=[CH:5][N+:4]([O-:27])=[CH:3][C:2]=3[Cl:1])=[O:48])[C:42]2=[O:45])=[CH:38][CH:37]=1)=[O:34])([CH3:31])([CH3:30])[CH3:29]. (3) The product is: [Cl:11][C:12]1[CH:13]=[C:14]([O:28][CH3:29])[C:15]2[O:21][C:20]3[CH:22]=[CH:23][CH:24]=[CH:25][C:19]=3[C:18]([CH:9]=[O:10])=[C:17]([Cl:3])[C:16]=2[CH:27]=1. Given the reactants P(Cl)(Cl)([Cl:3])=O.CN([CH:9]=[O:10])C.[Cl:11][C:12]1[CH:13]=[C:14]([O:28][CH3:29])[C:15]2[O:21][C:20]3[CH:22]=[CH:23][CH:24]=[CH:25][C:19]=3[CH2:18][C:17](=O)[C:16]=2[CH:27]=1.C([O-])(=O)C.[Na+], predict the reaction product.